Task: Predict the reaction yield, written as a fraction of the theoretical maximum amount of product (1.0 means a 100% yield; for example, 0.34 means a 34% yield).. Dataset: Reaction yield outcomes from USPTO patents with 853,638 reactions The reactants are [C:1]([O:5][C:6]([N:8]1[CH2:13][CH2:12][CH:11]([NH:14][C:15]2[CH:20]=[CH:19][CH:18]=[CH:17][C:16]=2[O:21][CH2:22][C:23](O)=[O:24])[CH2:10][CH2:9]1)=[O:7])([CH3:4])([CH3:3])[CH3:2].S(Cl)(Cl)=O.C(N(CC)CC)C.O. The catalyst is ClC(Cl)C. The product is [C:1]([O:5][C:6]([N:8]1[CH2:13][CH2:12][CH:11]([N:14]2[C:15]3[CH:20]=[CH:19][CH:18]=[CH:17][C:16]=3[O:21][CH2:22][C:23]2=[O:24])[CH2:10][CH2:9]1)=[O:7])([CH3:2])([CH3:4])[CH3:3]. The yield is 0.570.